From a dataset of TCR-epitope binding with 47,182 pairs between 192 epitopes and 23,139 TCRs. Binary Classification. Given a T-cell receptor sequence (or CDR3 region) and an epitope sequence, predict whether binding occurs between them. (1) The epitope is TPGPGVRYPL. The TCR CDR3 sequence is CATSRVAGEEQFF. Result: 0 (the TCR does not bind to the epitope). (2) The epitope is LPRRSGAAGA. The TCR CDR3 sequence is CASSEDRAATGELFF. Result: 0 (the TCR does not bind to the epitope). (3) The epitope is QECVRGTTVL. The TCR CDR3 sequence is CASSNHRDSSYEQYF. Result: 1 (the TCR binds to the epitope). (4) The TCR CDR3 sequence is CASSIEGATNQPQHF. Result: 0 (the TCR does not bind to the epitope). The epitope is PROT_97E67BCC.